This data is from Reaction yield outcomes from USPTO patents with 853,638 reactions. The task is: Predict the reaction yield, written as a fraction of the theoretical maximum amount of product (1.0 means a 100% yield; for example, 0.34 means a 34% yield). The reactants are [Cl:1][C:2]1[C:3]([CH:13](OC)[O:14]C)=[CH:4][C:5]([CH2:8][CH2:9][CH2:10][O:11][CH3:12])=[N:6][CH:7]=1.CCOC(C)=O.[OH-].[Na+]. The catalyst is Cl. The product is [Cl:1][C:2]1[C:3]([CH:13]=[O:14])=[CH:4][C:5]([CH2:8][CH2:9][CH2:10][O:11][CH3:12])=[N:6][CH:7]=1. The yield is 0.990.